Dataset: Forward reaction prediction with 1.9M reactions from USPTO patents (1976-2016). Task: Predict the product of the given reaction. Given the reactants [CH:1]([O:4][C:5]1[CH:14]=[C:13]([C:15]([F:18])([F:17])[F:16])[C:12]2[C:11]3[O:19][C@H:20]4[CH2:25][CH2:24][CH2:23][C@H:21]4[NH:22][C:10]=3[CH:9]=[CH:8][C:7]=2[N:6]=1)([CH3:3])[CH3:2].[BH4-].[Na+].[C:28](O)(=O)[CH3:29], predict the reaction product. The product is: [CH2:28]([N:22]1[C:10]2[CH:9]=[CH:8][C:7]3[N:6]=[C:5]([O:4][CH:1]([CH3:3])[CH3:2])[CH:14]=[C:13]([C:15]([F:17])([F:16])[F:18])[C:12]=3[C:11]=2[O:19][C@H:20]2[CH2:25][CH2:24][CH2:23][C@@H:21]12)[CH3:29].